From a dataset of NCI-60 drug combinations with 297,098 pairs across 59 cell lines. Regression. Given two drug SMILES strings and cell line genomic features, predict the synergy score measuring deviation from expected non-interaction effect. Drug 1: CC(CN1CC(=O)NC(=O)C1)N2CC(=O)NC(=O)C2. Drug 2: C1=CC(=CC=C1CC(C(=O)O)N)N(CCCl)CCCl.Cl. Cell line: PC-3. Synergy scores: CSS=26.1, Synergy_ZIP=-5.40, Synergy_Bliss=1.80, Synergy_Loewe=2.27, Synergy_HSA=3.26.